Dataset: Forward reaction prediction with 1.9M reactions from USPTO patents (1976-2016). Task: Predict the product of the given reaction. (1) Given the reactants [CH:1]1([CH2:6][CH:7]([N:11]2[C:16](=[O:17])[CH:15]=[C:14]([OH:18])[CH:13]=[N:12]2)[C:8]([OH:10])=[O:9])[CH2:5][CH2:4][CH2:3][CH2:2]1.S(Cl)(Cl)=O.[CH3:23]O, predict the reaction product. The product is: [CH3:23][O:9][C:8](=[O:10])[CH:7]([N:11]1[C:16](=[O:17])[CH:15]=[C:14]([OH:18])[CH:13]=[N:12]1)[CH2:6][CH:1]1[CH2:5][CH2:4][CH2:3][CH2:2]1. (2) Given the reactants [CH3:1][Si]([N-][Si](C)(C)C)(C)C.[Na+].[O:11]1[C:15]2([CH2:20][CH2:19][O:18][CH2:17][CH:16]2[CH2:21][CH2:22][CH2:23][CH:24]=O)[O:14][CH2:13][CH2:12]1, predict the reaction product. The product is: [CH2:21]([CH:16]1[CH2:17][O:18][CH2:19][CH2:20][C:15]21[O:11][CH2:12][CH2:13][O:14]2)[CH2:22][CH2:23][CH:24]=[CH2:1]. (3) Given the reactants Cl[C:2]1[N:7]=[C:6]([NH:8][C:9]2[N:14]=[CH:13][C:12]3[N:15]=[CH:16][N:17]([CH:18]([CH3:20])[CH3:19])[C:11]=3[CH:10]=2)[CH:5]=[CH:4][N:3]=1.[C:21]1(B2OC(C)(C)C(C)(C)O2)[CH2:26][CH2:25][CH2:24][CH2:23][CH:22]=1.C(=O)([O-])[O-].[Cs+].[Cs+], predict the reaction product. The product is: [C:21]1([C:2]2[N:7]=[C:6]([NH:8][C:9]3[N:14]=[CH:13][C:12]4[N:15]=[CH:16][N:17]([CH:18]([CH3:20])[CH3:19])[C:11]=4[CH:10]=3)[CH:5]=[CH:4][N:3]=2)[CH2:26][CH2:25][CH2:24][CH2:23][CH:22]=1.